Dataset: Catalyst prediction with 721,799 reactions and 888 catalyst types from USPTO. Task: Predict which catalyst facilitates the given reaction. (1) Reactant: [Cl:1][C:2]1[CH:7]=[CH:6][C:5]([C:8]2[CH:13]=[CH:12][C:11](/[CH:14]=[CH:15]/[C@H:16]3[O:25][C@@H:19]4[O:20][C:21]([CH3:24])([CH3:23])[O:22][C@@H:18]4[C@@H:17]3[CH2:26][C:27]([O:29][CH2:30][CH3:31])=[O:28])=[CH:10][CH:9]=2)=[CH:4][CH:3]=1. Product: [Cl:1][C:2]1[CH:3]=[CH:4][C:5]([C:8]2[CH:9]=[CH:10][C:11]([CH2:14][CH2:15][C@H:16]3[O:25][C@@H:19]4[O:20][C:21]([CH3:24])([CH3:23])[O:22][C@@H:18]4[C@@H:17]3[CH2:26][C:27]([O:29][CH2:30][CH3:31])=[O:28])=[CH:12][CH:13]=2)=[CH:6][CH:7]=1. The catalyst class is: 78. (2) Reactant: [F:1][C:2]1[CH:3]=[CH:4][C:5]([OH:11])=[C:6]([C:8](=[O:10])[CH3:9])[CH:7]=1.I[CH2:13][CH3:14].C([O-])([O-])=O.[K+].[K+]. The catalyst class is: 21. Product: [CH2:13]([O:11][C:5]1[CH:4]=[CH:3][C:2]([F:1])=[CH:7][C:6]=1[C:8](=[O:10])[CH3:9])[CH3:14]. (3) Product: [C:23]([OH:30])(=[O:29])/[CH:24]=[CH:25]/[C:26]([OH:28])=[O:27].[CH3:1][NH:2][C:10]1([CH2:13][CH2:14][O:15][C:16]2[CH:17]=[N:18][CH:19]=[CH:20][CH:21]=2)[CH2:11][CH2:12]1. Reactant: [CH3:1][N:2]([C:10]1([CH2:13][CH2:14][O:15][C:16]2[CH:17]=[N:18][CH:19]=[CH:20][CH:21]=2)[CH2:12][CH2:11]1)C(=O)OC(C)(C)C.Cl.[C:23]([O-:30])(=[O:29])/[CH:24]=[CH:25]/[C:26]([O-:28])=[O:27].C(O)(=O)/C=C/C(O)=O. The catalyst class is: 440.